Dataset: Full USPTO retrosynthesis dataset with 1.9M reactions from patents (1976-2016). Task: Predict the reactants needed to synthesize the given product. (1) Given the product [Cl:38][C:35]1[CH:34]=[CH:33][C:32]([C:21]2[N:22]([CH2:25][C@H:26]([OH:31])[C:27]([F:28])([F:29])[F:30])[C:23](=[O:24])[N:19]([CH2:18][C:16]3[N:15]=[N:14][N:13]([CH:8]([C:3]4[CH:4]=[CH:5][CH:6]=[CH:7][C:2]=4[Cl:1])[CH2:9][OH:10])[CH:17]=3)[N:20]=2)=[CH:37][CH:36]=1, predict the reactants needed to synthesize it. The reactants are: [Cl:1][C:2]1[CH:7]=[CH:6][CH:5]=[CH:4][C:3]=1[CH:8]([N:13]1[CH:17]=[C:16]([CH2:18][N:19]2[C:23](=[O:24])[N:22]([CH2:25][C@H:26]([OH:31])[C:27]([F:30])([F:29])[F:28])[C:21]([C:32]3[CH:37]=[CH:36][C:35]([Cl:38])=[CH:34][CH:33]=3)=[N:20]2)[N:15]=[N:14]1)[C:9](OC)=[O:10].[H-].[Al+3].[Li+].[H-].[H-].[H-].C(C(C(C([O-])=O)O)O)([O-])=O.[K+].[Na+]. (2) Given the product [CH3:41][O:40][C:37]1[CH:38]=[CH:39][C:34]([CH:33]([C:42]2[CH:47]=[CH:46][C:45]([O:48][CH3:49])=[CH:44][CH:43]=2)[O:32][CH:31]([C:50]2[CH:51]=[CH:52][CH:53]=[CH:54][CH:55]=2)[CH:26]2[CH2:27][CH:28]([OH:30])[CH2:29][N:25]2[C:23](=[O:24])[CH2:22][CH2:21][CH2:20][CH2:19][CH2:18][NH:17][C:1](=[O:16])[CH2:2][CH2:3][CH2:4][CH2:5][CH2:6][CH2:7][CH2:8][CH2:9][CH2:10][CH2:11][CH2:12][CH2:13][CH3:14])=[CH:35][CH:36]=1, predict the reactants needed to synthesize it. The reactants are: [C:1]([OH:16])(=O)[CH2:2][CH2:3][CH2:4][CH2:5][CH2:6][CH2:7][CH2:8][CH2:9][CH2:10][CH2:11][CH2:12][CH2:13][CH3:14].[NH2:17][CH2:18][CH2:19][CH2:20][CH2:21][CH2:22][C:23]([N:25]1[CH2:29][CH:28]([OH:30])[CH2:27][CH:26]1[CH:31]([C:50]1[CH:55]=[CH:54][CH:53]=[CH:52][CH:51]=1)[O:32][CH:33]([C:42]1[CH:47]=[CH:46][C:45]([O:48][CH3:49])=[CH:44][CH:43]=1)[C:34]1[CH:39]=[CH:38][C:37]([O:40][CH3:41])=[CH:36][CH:35]=1)=[O:24].CN(C(ON1N=NC2C=CC=CC1=2)=[N+](C)C)C.F[P-](F)(F)(F)(F)F.CCN(C(C)C)C(C)C. (3) Given the product [C:1]([C:3]1[CH:12]=[C:11]2[C:6]([C:7]([OH:27])=[C:8]([C:16]([NH:18][CH2:19][C:20]([OH:22])=[O:21])=[O:17])[C:9](=[O:15])[C:10]2([CH3:14])[CH3:13])=[CH:5][CH:4]=1)#[N:2], predict the reactants needed to synthesize it. The reactants are: [C:1]([C:3]1[CH:12]=[C:11]2[C:6]([C:7]([OH:27])=[C:8]([C:16]([NH:18][CH2:19][C:20]([O:22]C(C)(C)C)=[O:21])=[O:17])[C:9](=[O:15])[C:10]2([CH3:14])[CH3:13])=[CH:5][CH:4]=1)#[N:2].C(O)(C(F)(F)F)=O. (4) Given the product [CH:17]1([N:16]2[C:11]3[C:10](=[O:24])[NH:9][C:8]([C:5]4[CH:6]=[CH:7][C:2]([N:45]5[CH2:44][CH2:43][CH:42]([N:31]([CH2:29][CH3:30])[C:32](=[O:41])[O:33][CH2:34][C:35]6[CH:40]=[CH:39][CH:38]=[CH:37][CH:36]=6)[CH2:47][CH2:46]5)=[CH:3][C:4]=4[O:25][CH2:26][CH3:27])=[N:13][C:12]=3[C:14]([CH3:23])=[N:15]2)[CH2:22][CH2:21][CH2:20][CH2:19][CH2:18]1, predict the reactants needed to synthesize it. The reactants are: Br[C:2]1[CH:7]=[CH:6][C:5]([C:8]2[NH:9][C:10](=[O:24])[C:11]3[N:16]([CH:17]4[CH2:22][CH2:21][CH2:20][CH2:19][CH2:18]4)[N:15]=[C:14]([CH3:23])[C:12]=3[N:13]=2)=[C:4]([O:25][CH2:26][CH3:27])[CH:3]=1.Cl.[CH2:29]([N:31]([CH:42]1[CH2:47][CH2:46][NH:45][CH2:44][CH2:43]1)[C:32](=[O:41])[O:33][CH2:34][C:35]1[CH:40]=[CH:39][CH:38]=[CH:37][CH:36]=1)[CH3:30]. (5) Given the product [N+:8]([C:5]1[CH:6]=[CH:7][C:2]([N:15]2[CH2:20][CH2:19][O:18][CH2:17][CH2:16]2)=[C:3]([C:11]([F:14])([F:13])[F:12])[CH:4]=1)([O-:10])=[O:9], predict the reactants needed to synthesize it. The reactants are: F[C:2]1[CH:7]=[CH:6][C:5]([N+:8]([O-:10])=[O:9])=[CH:4][C:3]=1[C:11]([F:14])([F:13])[F:12].[NH:15]1[CH2:20][CH2:19][O:18][CH2:17][CH2:16]1.C(N(C(C)C)CC)(C)C.C(#N)C.